From a dataset of Catalyst prediction with 721,799 reactions and 888 catalyst types from USPTO. Predict which catalyst facilitates the given reaction. Reactant: Cl.[CH2:2]([O:4][C:5](=[O:9])[C@H:6]([CH3:8])[NH2:7])[CH3:3].[CH:10](=O)[C:11]1[CH:16]=[CH:15][CH:14]=[CH:13][CH:12]=1.C(N(CC)CC)C. Product: [C:11]1([CH:10]=[N:7][CH:6]([CH3:8])[C:5]([O:4][CH2:2][CH3:3])=[O:9])[CH:16]=[CH:15][CH:14]=[CH:13][CH:12]=1. The catalyst class is: 2.